From a dataset of Catalyst prediction with 721,799 reactions and 888 catalyst types from USPTO. Predict which catalyst facilitates the given reaction. (1) Reactant: [NH:1]1[CH2:6][CH2:5][CH2:4][CH:3]([CH2:7][NH:8][C:9](=[O:15])[O:10][C:11]([CH3:14])([CH3:13])[CH3:12])[CH2:2]1.C(C(C(O)=O)(O)C(C(=O)C1C=CC(OC)=CC=1)(O)C(O)=O)(=O)C1C=CC(OC)=CC=1. Product: [NH:1]1[CH2:6][CH2:5][CH2:4][C@@H:3]([CH2:7][NH:8][C:9](=[O:15])[O:10][C:11]([CH3:13])([CH3:12])[CH3:14])[CH2:2]1. The catalyst class is: 14. (2) Reactant: [C:1]([C:5]1[CH:13]=[CH:12][C:8]([C:9]([OH:11])=[O:10])=[C:7]([N+:14]([O-])=O)[CH:6]=1)([CH3:4])([CH3:3])[CH3:2]. Product: [NH2:14][C:7]1[CH:6]=[C:5]([C:1]([CH3:4])([CH3:3])[CH3:2])[CH:13]=[CH:12][C:8]=1[C:9]([OH:11])=[O:10]. The catalyst class is: 19. (3) Reactant: [C:1]([CH:4]1[O:8][C:7]2[C:9](=[O:19])[C:10]3[C:15]([C:16](=[O:17])[C:6]=2[CH2:5]1)=[C:14]([OH:18])[CH:13]=[CH:12][CH:11]=3)(=[O:3])[CH3:2]. Product: [C:1]([C:4]1[O:8][C:7]2[C:9](=[O:19])[C:10]3[C:15]([C:16](=[O:17])[C:6]=2[CH:5]=1)=[C:14]([OH:18])[CH:13]=[CH:12][CH:11]=3)(=[O:3])[CH3:2]. The catalyst class is: 428.